Dataset: Full USPTO retrosynthesis dataset with 1.9M reactions from patents (1976-2016). Task: Predict the reactants needed to synthesize the given product. (1) Given the product [F:4][C:5]1[CH:24]=[CH:23][C:8]([CH2:9][C:10]2[C:18]3[C:13](=[CH:14][CH:15]=[CH:16][C:17]=3[N+:19]([O-:21])=[O:20])[C:12](=[O:11])[NH:3][N:2]=2)=[CH:7][C:6]=1[C:25]([N:27]1[CH2:32][CH2:31][CH:30]([O:33][CH3:34])[CH2:29][CH2:28]1)=[O:26], predict the reactants needed to synthesize it. The reactants are: O.[NH2:2][NH2:3].[F:4][C:5]1[CH:24]=[CH:23][C:8](/[CH:9]=[C:10]2\[O:11][C:12](=O)[C:13]3[C:18]\2=[C:17]([N+:19]([O-:21])=[O:20])[CH:16]=[CH:15][CH:14]=3)=[CH:7][C:6]=1[C:25]([N:27]1[CH2:32][CH2:31][CH:30]([O:33][CH3:34])[CH2:29][CH2:28]1)=[O:26].CN(C)C=O. (2) Given the product [F:12][C:13]1[CH:18]=[CH:17][C:16]([C:8]2([OH:11])[CH2:7][CH2:6][C:5]3([O:4][CH2:3][CH2:2][O:1]3)[CH2:10][CH2:9]2)=[CH:15][CH:14]=1, predict the reactants needed to synthesize it. The reactants are: [O:1]1[C:5]2([CH2:10][CH2:9][C:8](=[O:11])[CH2:7][CH2:6]2)[O:4][CH2:3][CH2:2]1.[F:12][C:13]1[CH:18]=[CH:17][C:16]([Mg]Br)=[CH:15][CH:14]=1. (3) Given the product [NH2:13][C:9]1[CH:8]=[C:7]2[C:12](=[CH:11][CH:10]=1)[N:3]([CH2:1][CH3:2])[C:4](=[O:23])[N:5]([CH2:17][C:18]([N:20]([CH3:22])[CH3:21])=[O:19])[C:6]2=[O:16], predict the reactants needed to synthesize it. The reactants are: [CH2:1]([N:3]1[C:12]2[C:7](=[CH:8][C:9]([N+:13]([O-])=O)=[CH:10][CH:11]=2)[C:6](=[O:16])[N:5]([CH2:17][C:18]([N:20]([CH3:22])[CH3:21])=[O:19])[C:4]1=[O:23])[CH3:2].[H][H]. (4) Given the product [OH:21][C:4]1[C:3]([O:2][CH3:1])=[C:8]([O:9][CH3:10])[CH:7]=[CH:6][C:5]=1[C:11]1[CH:19]=[CH:18][CH:17]=[C:16]2[C:12]=1[CH2:13][CH2:14][C:15]2=[O:20], predict the reactants needed to synthesize it. The reactants are: [CH3:1][O:2][C:3]1[C:4]([O:21]COC)=[C:5]([C:11]2[CH:19]=[CH:18][CH:17]=[C:16]3[C:12]=2[CH2:13][CH2:14][C:15]3=[O:20])[CH:6]=[CH:7][C:8]=1[O:9][CH3:10].Cl.